From a dataset of Reaction yield outcomes from USPTO patents with 853,638 reactions. Predict the reaction yield, written as a fraction of the theoretical maximum amount of product (1.0 means a 100% yield; for example, 0.34 means a 34% yield). The reactants are [CH2:1]([O:8][NH:9][CH2:10][CH:11]1[C:16](=[O:17])[NH:15][C:14]2[CH:18]=[CH:19][CH:20]=[CH:21][C:13]=2[S:12]1)[C:2]1[CH:7]=[CH:6][CH:5]=[CH:4][CH:3]=1.[C:22](OC(=O)C)(=[O:24])C. The catalyst is C(O)=O.CCOC(C)=O. The product is [CH2:1]([O:8][N:9]([CH2:10][CH:11]1[C:16](=[O:17])[NH:15][C:14]2[CH:18]=[CH:19][CH:20]=[CH:21][C:13]=2[S:12]1)[CH:22]=[O:24])[C:2]1[CH:3]=[CH:4][CH:5]=[CH:6][CH:7]=1. The yield is 0.810.